From a dataset of Catalyst prediction with 721,799 reactions and 888 catalyst types from USPTO. Predict which catalyst facilitates the given reaction. (1) Reactant: [Cl:1][C:2]1[CH:3]=[C:4]([N+:9]([O-:11])=[O:10])[CH:5]=[CH:6][C:7]=1F.[C:12]([O:19][CH3:20])(=[O:18])[CH2:13][C:14]([O:16][CH3:17])=[O:15].[OH-].[Na+].Cl. Product: [CH3:17][O:16][C:14](=[O:15])[CH:13]([C:7]1[CH:6]=[CH:5][C:4]([N+:9]([O-:11])=[O:10])=[CH:3][C:2]=1[Cl:1])[C:12]([O:19][CH3:20])=[O:18]. The catalyst class is: 264. (2) Reactant: [N:1]1[C:5]2[CH:6]=[CH:7][CH:8]=[CH:9][C:4]=2[NH:3][C:2]=1[CH2:10][C:11]#[N:12].[CH:13]([CH:16]([C:22]([CH3:24])=O)[C:17](OCC)=[O:18])([CH3:15])[CH3:14].C([O-])(=O)C.[NH4+]. Product: [CH:13]([C:16]1[C:17](=[O:18])[N:3]2[C:2]([NH:1][C:5]3[CH:6]=[CH:7][CH:8]=[CH:9][C:4]=32)=[C:10]([C:11]#[N:12])[C:22]=1[CH3:24])([CH3:15])[CH3:14]. The catalyst class is: 6. (3) Reactant: F[C:2]1[CH:7]=[CH:6][C:5]([F:8])=[CH:4][C:3]=1[C:9](=[O:11])[CH3:10].[NH:12]1[CH:16]=[CH:15][N:14]=[N:13]1.C(=O)([O-])[O-].[K+].[K+].O. Product: [F:8][C:5]1[CH:6]=[CH:7][C:2]([N:13]2[N:14]=[CH:15][CH:16]=[N:12]2)=[C:3]([C:9](=[O:11])[CH3:10])[CH:4]=1. The catalyst class is: 435.